This data is from Forward reaction prediction with 1.9M reactions from USPTO patents (1976-2016). The task is: Predict the product of the given reaction. (1) The product is: [NH2:1][C:2]1[C:7]([F:8])=[C:6]([CH:9]2[CH2:10][CH2:11][CH2:12]2)[N:5]=[C:4]([C:13]([OH:22])=[O:14])[C:3]=1[Cl:15]. Given the reactants [NH2:1][C:2]1[C:7]([F:8])=[C:6]([CH:9]2[CH2:12][CH2:11][CH2:10]2)[N:5]=[C:4]([CH:13]=[O:14])[C:3]=1[Cl:15].CC(=CC)C.P([O-])([O-])(O)=[O:22].[Na+].[Na+].Cl([O-])=O.[Na+], predict the reaction product. (2) The product is: [CH3:1][O:2][C:3](=[O:9])[CH:4]([O:5][Si:10]([C:13]([CH3:16])([CH3:15])[CH3:14])([CH3:12])[CH3:11])[CH:6]1[CH2:8][CH2:7]1. Given the reactants [CH3:1][O:2][C:3](=[O:9])[CH:4]([CH:6]1[CH2:8][CH2:7]1)[OH:5].[Si:10](Cl)([C:13]([CH3:16])([CH3:15])[CH3:14])([CH3:12])[CH3:11].N1C=CN=C1, predict the reaction product.